From a dataset of Tyrosyl-DNA phosphodiesterase HTS with 341,365 compounds. Binary Classification. Given a drug SMILES string, predict its activity (active/inactive) in a high-throughput screening assay against a specified biological target. The drug is O=C(NCc1cccnc1)c1ccc(CN2CCc3c(C2)cccc3)cc1. The result is 0 (inactive).